Dataset: Full USPTO retrosynthesis dataset with 1.9M reactions from patents (1976-2016). Task: Predict the reactants needed to synthesize the given product. (1) The reactants are: [Na].[CH3:2][CH:3]([C:9](OCC)=O)[C:4]([O:6]CC)=[O:5].BrC[C:16]1[CH:21]=[CH:20][CH:19]=[CH:18][C:17]=1[CH2:22]Br.[OH-:24].[K+]. Given the product [C:18]1([CH2:9][CH:3]([CH3:2])[C:4]([OH:6])=[O:5])[CH:19]=[CH:20][CH:21]=[CH:16][C:17]=1[CH2:22][CH:3]([CH3:2])[C:4]([OH:5])=[O:24], predict the reactants needed to synthesize it. (2) Given the product [F:24][C:25]1[CH:30]=[CH:29][CH:28]=[CH:27][C:26]=1[CH2:31][C@H:32]([NH:33][C:21](=[O:23])[C:18]([NH:17][C:15](=[O:16])[O:14][C:11]([CH3:10])([CH3:12])[CH3:13])([CH3:19])[CH3:20])[B:34]1[O:38][CH:37]2[CH2:39][CH:40]3[CH2:43][CH:42]([C:36]2([CH3:46])[O:35]1)[C:41]3([CH3:44])[CH3:45], predict the reactants needed to synthesize it. The reactants are: CCN(C(C)C)C(C)C.[CH3:10][C:11]([O:14][C:15]([NH:17][C:18]([C:21]([OH:23])=O)([CH3:20])[CH3:19])=[O:16])([CH3:13])[CH3:12].[F:24][C:25]1[CH:30]=[CH:29][CH:28]=[CH:27][C:26]=1[CH2:31][C@@H:32]([B:34]1[O:38][CH:37]2[CH2:39][CH:40]3[CH2:43][CH:42]([C:36]2([CH3:46])[O:35]1)[C:41]3([CH3:45])[CH3:44])[NH2:33].CN(C(ON1N=NC2C=CC=CC1=2)=[N+](C)C)C.[B-](F)(F)(F)F.